From a dataset of TCR-epitope binding with 47,182 pairs between 192 epitopes and 23,139 TCRs. Binary Classification. Given a T-cell receptor sequence (or CDR3 region) and an epitope sequence, predict whether binding occurs between them. (1) The epitope is RLYYDSMSY. The TCR CDR3 sequence is CSARLADNEQFF. Result: 0 (the TCR does not bind to the epitope). (2) The epitope is FSKQLQQSM. The TCR CDR3 sequence is CATGLAEADTQYF. Result: 1 (the TCR binds to the epitope).